Dataset: Reaction yield outcomes from USPTO patents with 853,638 reactions. Task: Predict the reaction yield, written as a fraction of the theoretical maximum amount of product (1.0 means a 100% yield; for example, 0.34 means a 34% yield). (1) The reactants are [C:1]([O:5][C:6](=[O:20])[N:7]([CH3:19])[C:8]1[S:12][C:11]([C:13]2[CH:14]=[N:15][CH:16]=[CH:17][CH:18]=2)=[N:10][CH:9]=1)([CH3:4])([CH3:3])[CH3:2].[Cl:21]N1C(=O)CCC1=O. The catalyst is C(#N)C. The product is [C:1]([O:5][C:6](=[O:20])[N:7]([C:8]1[S:12][C:11]([C:13]2[CH:14]=[N:15][CH:16]=[CH:17][CH:18]=2)=[N:10][C:9]=1[Cl:21])[CH3:19])([CH3:4])([CH3:3])[CH3:2]. The yield is 0.620. (2) The reactants are [F:1][C:2]([F:19])([F:18])[O:3][C:4]1[CH:5]=[C:6]([N:10]2[CH2:16][CH2:15][C:14](=[O:17])[NH:13][CH2:12][CH2:11]2)[CH:7]=[CH:8][CH:9]=1.[CH3:20][O:21][C:22](=[O:29])[CH:23](Br)[CH2:24][CH2:25][CH2:26][Br:27]. No catalyst specified. The product is [CH3:20][O:21][C:22](=[O:29])[CH:23]([N:13]1[C:14](=[O:17])[CH2:15][CH2:16][N:10]([C:6]2[CH:7]=[CH:8][CH:9]=[C:4]([O:3][C:2]([F:1])([F:18])[F:19])[CH:5]=2)[CH2:11][CH2:12]1)[CH2:24][CH2:25][CH2:26][Br:27]. The yield is 0.920. (3) The product is [CH3:14][O:13][C:11](=[O:12])[CH2:10][C:9]1[N:8]=[C:6]([C:5]2[CH:18]=[CH:19][C:2]([CH3:1])=[CH:3][CH:4]=2)[O:17][C:15]=1[CH3:16]. The yield is 0.870. The catalyst is C(OC(=O)C)(=O)C. The reactants are [CH3:1][C:2]1[CH:19]=[CH:18][C:5]([C:6]([NH:8][CH:9]([C:15](=[O:17])[CH3:16])[CH2:10][C:11]([O:13][CH3:14])=[O:12])=O)=[CH:4][CH:3]=1.OS(O)(=O)=O. (4) The reactants are CS([C:5]1[N:6]=[C:7]([C:22]2[CH:27]=[CH:26][CH:25]=[CH:24][CH:23]=2)[C:8]2[CH:14]=[CH:13][C:12](=[O:15])[N:11]([C:16]3[CH:21]=[CH:20][CH:19]=[CH:18][CH:17]=3)[C:9]=2[N:10]=1)(=O)=O.CN1C(=O)CCC1.[CH2:35]([N:37]([CH2:41][CH3:42])[CH2:38][CH2:39][NH2:40])[CH3:36].O. The catalyst is CCOC(C)=O. The product is [CH2:35]([N:37]([CH2:41][CH3:42])[CH2:38][CH2:39][NH:40][C:5]1[N:6]=[C:7]([C:22]2[CH:23]=[CH:24][CH:25]=[CH:26][CH:27]=2)[C:8]2[CH:14]=[CH:13][C:12](=[O:15])[N:11]([C:16]3[CH:21]=[CH:20][CH:19]=[CH:18][CH:17]=3)[C:9]=2[N:10]=1)[CH3:36]. The yield is 0.890.